From a dataset of Peptide-MHC class II binding affinity with 134,281 pairs from IEDB. Regression. Given a peptide amino acid sequence and an MHC pseudo amino acid sequence, predict their binding affinity value. This is MHC class II binding data. (1) The peptide sequence is FPKEVWEQIFSTWLL. The MHC is DRB1_0701 with pseudo-sequence DRB1_0701. The binding affinity (normalized) is 0.613. (2) The peptide sequence is EATTDGLGWYKIEID. The MHC is DRB1_1201 with pseudo-sequence DRB1_1201. The binding affinity (normalized) is 0.306. (3) The peptide sequence is GELQYVDKIDAAFKI. The MHC is DRB1_0701 with pseudo-sequence DRB1_0701. The binding affinity (normalized) is 0.815. (4) The peptide sequence is AEKFKEDVINDFVSS. The MHC is HLA-DPA10301-DPB10402 with pseudo-sequence HLA-DPA10301-DPB10402. The binding affinity (normalized) is 0.556. (5) The MHC is HLA-DQA10101-DQB10501 with pseudo-sequence HLA-DQA10101-DQB10501. The binding affinity (normalized) is 0.625. The peptide sequence is SQDLELSWCLNGLQAY.